Dataset: Forward reaction prediction with 1.9M reactions from USPTO patents (1976-2016). Task: Predict the product of the given reaction. Given the reactants [CH:1]12[CH2:6][CH:5]1[CH2:4][N:3]([C:7]1[N:12]=[C:11]([NH:13][CH2:14][C:15]3[CH:20]=[CH:19][C:18]([O:21][CH3:22])=[C:17]([Cl:23])[CH:16]=3)[C:10]([C:24]([OH:26])=O)=[CH:9][N:8]=1)[CH2:2]2.[CH3:27][C:28]1[N:29]=[CH:30][C:31]([CH2:34][NH2:35])=[N:32][CH:33]=1.C(N(CC)CC)C.CN(C(ON1N=NC2C=CC=NC1=2)=[N+](C)C)C.F[P-](F)(F)(F)(F)F, predict the reaction product. The product is: [CH:1]12[CH2:6][CH:5]1[CH2:4][N:3]([C:7]1[N:12]=[C:11]([NH:13][CH2:14][C:15]3[CH:20]=[CH:19][C:18]([O:21][CH3:22])=[C:17]([Cl:23])[CH:16]=3)[C:10]([C:24]([NH:35][CH2:34][C:31]3[CH:30]=[N:29][C:28]([CH3:27])=[CH:33][N:32]=3)=[O:26])=[CH:9][N:8]=1)[CH2:2]2.